From a dataset of Retrosynthesis with 50K atom-mapped reactions and 10 reaction types from USPTO. Predict the reactants needed to synthesize the given product. (1) Given the product CCCNC(=O)c1nnc2c(-c3cccnc3)cccc2c1N, predict the reactants needed to synthesize it. The reactants are: CCCNC(=O)c1nnc2c(Br)cccc2c1N.OB(O)c1cccnc1. (2) Given the product O=C(O)c1ccc(CN(CC2CCOCC2)S(=O)(=O)c2ccc(Cl)cc2)cc1, predict the reactants needed to synthesize it. The reactants are: COC(=O)c1ccc(CN(CC2CCOCC2)S(=O)(=O)c2ccc(Cl)cc2)cc1. (3) Given the product COc1ccc(C(C)NC23CC4CC(CC(C4)C2)C3)cc1, predict the reactants needed to synthesize it. The reactants are: COc1ccc(C(C)=O)cc1.NC12CC3CC(CC(C3)C1)C2. (4) Given the product COc1cc2c(cc1Nc1ncc(Cl)c(N[C@@H]3CCCC[C@H]3NS(C)(=O)=O)n1)N(C)C(=O)CN(CC1CC1)C2, predict the reactants needed to synthesize it. The reactants are: COc1cc2c(cc1N)N(C)C(=O)CN(CC1CC1)C2.CS(=O)(=O)N[C@@H]1CCCC[C@H]1Nc1nc(Cl)ncc1Cl. (5) Given the product CCCCCCCCCCCCS(=O)(=O)c1ccc(NC(=O)C(C(=O)OCC)N2C(=O)c3ccccc3C2=O)c(Cl)c1, predict the reactants needed to synthesize it. The reactants are: CCCCCCCCCCCCS(=O)(=O)c1ccc(N)c(Cl)c1.CCOC(=O)C(C(=O)OCC)N1C(=O)c2ccccc2C1=O. (6) Given the product COc1ccc(Sc2ccccc2Br)cc1, predict the reactants needed to synthesize it. The reactants are: Brc1ccccc1I.COc1ccc(S)cc1.